From a dataset of Full USPTO retrosynthesis dataset with 1.9M reactions from patents (1976-2016). Predict the reactants needed to synthesize the given product. (1) Given the product [CH3:1][N:2]1[C:6]([NH:7][C:8]([C:10]2[CH:15]=[CH:14][C:13]([C:16]#[N:17])=[C:12]([NH2:30])[N:11]=2)=[O:9])=[C:5]([C:19]([F:22])([F:21])[F:20])[C:4]([C:23]([F:29])([F:28])[C:24]([F:27])([F:26])[F:25])=[N:3]1, predict the reactants needed to synthesize it. The reactants are: [CH3:1][N:2]1[C:6]([NH:7][C:8]([C:10]2[CH:15]=[CH:14][C:13]([C:16]#[N:17])=[C:12](Cl)[N:11]=2)=[O:9])=[C:5]([C:19]([F:22])([F:21])[F:20])[C:4]([C:23]([F:29])([F:28])[C:24]([F:27])([F:26])[F:25])=[N:3]1.[NH3:30].O. (2) Given the product [Cl:18][C:12]1[CH:13]=[CH:14][CH:15]=[C:16]([Cl:17])[C:11]=1[NH:10][C:7]1[N:8]([CH3:9])[C:4]2[C:3]([C:21]([NH2:23])=[O:22])=[C:2]([NH:1][C:28]([NH:27][CH2:24][CH:25]=[CH2:26])=[S:29])[CH:20]=[CH:19][C:5]=2[N:6]=1, predict the reactants needed to synthesize it. The reactants are: [NH2:1][C:2]1[CH:20]=[CH:19][C:5]2[N:6]=[C:7]([NH:10][C:11]3[C:16]([Cl:17])=[CH:15][CH:14]=[CH:13][C:12]=3[Cl:18])[N:8]([CH3:9])[C:4]=2[C:3]=1[C:21]([NH2:23])=[O:22].[CH2:24]([N:27]=[C:28]=[S:29])[CH:25]=[CH2:26]. (3) Given the product [C:11]12[CH2:12][CH2:13][C:14]1=[CH:15][CH:16]=[C:9]([NH:1][C:2]1[CH:7]=[CH:6][CH:5]=[CH:4][CH:3]=1)[CH:10]=2, predict the reactants needed to synthesize it. The reactants are: [NH2:1][C:2]1[CH:7]=[CH:6][CH:5]=[CH:4][CH:3]=1.Br[C:9]1[CH:16]=[CH:15][C:14]2[CH2:13][CH2:12][C:11]=2[CH:10]=1.CC(C)([O-])C.[Na+]. (4) The reactants are: [F:1][C:2]1[CH:7]=[CH:6][C:5]([CH:8]([OH:26])[CH2:9][CH2:10][CH2:11][C:12]([N:14]2[CH:18]([C:19]3[CH:24]=[CH:23][CH:22]=[CH:21][CH:20]=3)[CH2:17][O:16][C:15]2=[O:25])=[O:13])=[CH:4][CH:3]=1.[F:27][C:28]1[CH:33]=[CH:32][C:31]([N:34]=[CH:35][C:36]2[CH:43]=[CH:42][C:39]([C:40]#[N:41])=[CH:38][CH:37]=2)=[CH:30][CH:29]=1.C(N(C(C)C)CC)(C)C.C[Si](Cl)(C)C.C(O)(=O)C(C(C(O)=O)O)O.C(=O)(O)[O-].[Na+]. Given the product [F:1][C:2]1[CH:7]=[CH:6][C:5]([CH:8]([OH:26])[CH2:9][CH2:10][CH:11]([C:12]([N:14]2[CH:18]([C:19]3[CH:20]=[CH:21][CH:22]=[CH:23][CH:24]=3)[CH2:17][O:16][C:15]2=[O:25])=[O:13])[CH:35]([C:36]2[CH:43]=[CH:42][C:39]([C:40]#[N:41])=[CH:38][CH:37]=2)[NH:34][C:31]2[CH:30]=[CH:29][C:28]([F:27])=[CH:33][CH:32]=2)=[CH:4][CH:3]=1, predict the reactants needed to synthesize it. (5) Given the product [CH:22]1([N:13]2[C:14]3([CH2:16][CH2:17][CH2:18][CH2:19][CH2:20][CH2:21]3)[CH2:15][N:11]([C:8]3[CH:9]=[CH:10][C:5]([C:4]([OH:26])=[O:3])=[CH:6][CH:7]=3)[C:12]2=[O:25])[CH2:24][CH2:23]1, predict the reactants needed to synthesize it. The reactants are: C([O:3][C:4](=[O:26])[C:5]1[CH:10]=[CH:9][C:8]([N:11]2[CH2:15][C:14]3([CH2:21][CH2:20][CH2:19][CH2:18][CH2:17][CH2:16]3)[N:13]([CH:22]3[CH2:24][CH2:23]3)[C:12]2=[O:25])=[CH:7][CH:6]=1)C.[Li+].[OH-]. (6) Given the product [F:13][C:9]1[C:8]([F:14])=[C:7]2[C:12]([C:3]([CH2:2][N:23]3[C:24]4[CH:30]=[CH:29][CH:28]=[CH:27][C:25]=4[N:26]=[C:22]3[C:17]3[CH:18]=[CH:19][CH:20]=[CH:21][N:16]=3)=[CH:4][C:5](=[O:15])[NH:6]2)=[CH:11][CH:10]=1, predict the reactants needed to synthesize it. The reactants are: Br[CH2:2][C:3]1[C:12]2[C:7](=[C:8]([F:14])[C:9]([F:13])=[CH:10][CH:11]=2)[NH:6][C:5](=[O:15])[CH:4]=1.[N:16]1[CH:21]=[CH:20][CH:19]=[CH:18][C:17]=1[C:22]1[NH:26][C:25]2[CH:27]=[CH:28][CH:29]=[CH:30][C:24]=2[N:23]=1. (7) Given the product [ClH:43].[CH2:1]([N:30]([C:28](=[NH:29])[NH:27][CH2:26][CH2:25][CH2:24][C@H:15]([NH2:16])[C:14](=[O:41])[NH:13][CH2:12][CH2:11][NH:10][C:9](=[O:42])[O:8][CH2:1][C:2]1[CH:3]=[CH:4][CH:5]=[CH:6][CH:7]=1)[C:31](=[O:32])[OH:33])[C:2]1[CH:7]=[CH:6][CH:5]=[CH:4][CH:3]=1, predict the reactants needed to synthesize it. The reactants are: [CH2:1]([O:8][C:9](=[O:42])[NH:10][CH2:11][CH2:12][NH:13][C:14](=[O:41])[C@H:15]([CH2:24][CH2:25][CH2:26][NH:27][C:28]([NH:30][C:31]([O:33]CC1C=CC=CC=1)=[O:32])=[NH:29])[NH:16]C(OC(C)(C)C)=O)[C:2]1[CH:7]=[CH:6][CH:5]=[CH:4][CH:3]=1.[ClH:43]. (8) Given the product [C:1]([C:5]1[O:9][N:8]=[C:7]([NH:10][C:11](=[O:39])[CH2:12][C:13]2[CH:14]=[CH:15][C:16]([C:19]3[N:23]4[CH:24]=[CH:25][C:26]([C:28]5[CH:29]=[N:30][NH:31][CH:32]=5)=[CH:27][C:22]4=[N:21][CH:20]=3)=[CH:17][CH:18]=2)[CH:6]=1)([CH3:4])([CH3:2])[CH3:3], predict the reactants needed to synthesize it. The reactants are: [C:1]([C:5]1[O:9][N:8]=[C:7]([NH:10][C:11](=[O:39])[CH2:12][C:13]2[CH:18]=[CH:17][C:16]([C:19]3[N:23]4[CH:24]=[CH:25][C:26]([C:28]5[CH:29]=[N:30][N:31](S(=O)(=O)N(C)C)[CH:32]=5)=[CH:27][C:22]4=[N:21][CH:20]=3)=[CH:15][CH:14]=2)[CH:6]=1)([CH3:4])([CH3:3])[CH3:2]. (9) Given the product [F:1][C:2]1[CH:7]=[C:6]([N:8]2[CH2:12][C@H:11]([CH2:13][N:14]3[CH:18]=[CH:17][N:16]=[N:15]3)[O:10][C:9]2=[O:19])[CH:5]=[CH:4][C:3]=1[C:20]1[CH:21]=[CH:22][C:23]([C:26]2[CH2:30][C@@H:29]([CH2:31][N:32]([CH3:41])[CH2:33][C:34]([OH:36])=[O:35])[O:28][N:27]=2)=[N:24][CH:25]=1, predict the reactants needed to synthesize it. The reactants are: [F:1][C:2]1[CH:7]=[C:6]([N:8]2[CH2:12][C@H:11]([CH2:13][N:14]3[CH:18]=[CH:17][N:16]=[N:15]3)[O:10][C:9]2=[O:19])[CH:5]=[CH:4][C:3]=1[C:20]1[CH:21]=[CH:22][C:23]([C:26]2[CH2:30][C@@H:29]([CH2:31][N:32]([CH3:41])[CH2:33][C:34]([O:36]C(C)(C)C)=[O:35])[O:28][N:27]=2)=[N:24][CH:25]=1.C(O)(C)C.Cl. (10) Given the product [CH3:1][O:2][C:3](=[O:24])[C@@H:4]([NH:16][C:17]([O:19][C:20]([CH3:21])([CH3:23])[CH3:22])=[O:18])[CH2:5][C:6]1[C:14]2[C:9](=[CH:10][CH:11]=[C:12]([O:15][Si:25]([C:28]([CH3:31])([CH3:30])[CH3:29])([CH3:27])[CH3:26])[CH:13]=2)[NH:8][CH:7]=1, predict the reactants needed to synthesize it. The reactants are: [CH3:1][O:2][C:3](=[O:24])[C@@H:4]([NH:16][C:17]([O:19][C:20]([CH3:23])([CH3:22])[CH3:21])=[O:18])[CH2:5][C:6]1[C:14]2[C:9](=[CH:10][CH:11]=[C:12]([OH:15])[CH:13]=2)[NH:8][CH:7]=1.[Si:25](Cl)([C:28]([CH3:31])([CH3:30])[CH3:29])([CH3:27])[CH3:26].N1C=CN=C1.CCOC(C)=O.